From a dataset of Forward reaction prediction with 1.9M reactions from USPTO patents (1976-2016). Predict the product of the given reaction. (1) Given the reactants Br[C:2]1[CH:3]=[CH:4][C:5]([N:10]2[CH:14]=[C:13]([CH3:15])[N:12]=[CH:11]2)=[C:6]([CH:9]=1)[C:7]#[N:8].[CH2:16]([N:23]1[CH:27]=[N:26][C:25]([NH2:28])=[N:24]1)[C:17]1[CH:22]=[CH:21][CH:20]=[CH:19][CH:18]=1, predict the reaction product. The product is: [CH2:16]([N:23]1[CH:27]=[N:26][C:25]([NH:28][C:2]2[CH:3]=[CH:4][C:5]([N:10]3[CH:14]=[C:13]([CH3:15])[N:12]=[CH:11]3)=[C:6]([CH:9]=2)[C:7]#[N:8])=[N:24]1)[C:17]1[CH:22]=[CH:21][CH:20]=[CH:19][CH:18]=1. (2) Given the reactants [O:1]1[C:5]2[CH:6]=[CH:7][C:8]([CH2:10][NH:11][CH2:12][CH2:13][CH2:14][N:15]([CH2:26][C:27]#[N:28])[C:16]3[S:20][N:19]=[C:18]([N:21]4[CH:25]=[CH:24][N:23]=[CH:22]4)[N:17]=3)=[CH:9][C:4]=2[O:3][CH2:2]1.[N-:29]=[N+:30]=[N-:31].[Na+].CC(O)C.C(Cl)Cl, predict the reaction product. The product is: [O:1]1[C:5]2[CH:6]=[CH:7][C:8]([CH2:10][NH:11][CH2:12][CH2:13][CH2:14][N:15]([C:16]3[S:20][N:19]=[C:18]([N:21]4[CH:25]=[CH:24][N:23]=[CH:22]4)[N:17]=3)[CH2:26][C:27]3[NH:31][N:30]=[N:29][N:28]=3)=[CH:9][C:4]=2[O:3][CH2:2]1. (3) Given the reactants [H-].[CH2:2]([Al+]CC(C)C)C(C)C.Cl.CNOC.[C:16]([C:19]1[CH:28]=[CH:27][C:22](C(OC)=O)=[CH:21][CH:20]=1)(=[O:18])[CH3:17].C[Mg]Br.C([O:34][CH2:35][CH3:36])C.O1CCCC1, predict the reaction product. The product is: [OH:18][C:16]([C:19]1[CH:20]=[CH:21][C:22]([C:35](=[O:34])[CH3:36])=[CH:27][CH:28]=1)([CH3:17])[CH3:2]. (4) Given the reactants [CH2:1]([S:8][C:9]1[NH:10][CH:11]=[C:12]([C:14]2[CH:15]=[C:16]([C:20]3([CH3:34])[CH2:25][CH2:24][N:23]([C:26](=O)[CH2:27][CH2:28][CH2:29][CH2:30][CH3:31])[CH2:22][CH:21]3[CH3:33])[CH:17]=[CH:18][CH:19]=2)[N:13]=1)[C:2]1[CH:7]=[CH:6][CH:5]=[CH:4][CH:3]=1.[H-].[Al+3].[Li+].[H-].[H-].[H-], predict the reaction product. The product is: [CH2:1]([S:8][C:9]1[NH:10][CH:11]=[C:12]([C:14]2[CH:15]=[C:16]([C:20]3([CH3:34])[CH2:25][CH2:24][N:23]([CH2:26][CH2:27][CH2:28][CH2:29][CH2:30][CH3:31])[CH2:22][CH:21]3[CH3:33])[CH:17]=[CH:18][CH:19]=2)[N:13]=1)[C:2]1[CH:7]=[CH:6][CH:5]=[CH:4][CH:3]=1. (5) Given the reactants I[C:2]1[CH:3]=[C:4]2[C:9](=[CH:10][CH:11]=1)[O:8][CH2:7][CH2:6][CH:5]2[OH:12].[Cl-].[CH2:14]([Zn+])[C:15]([CH3:18])([CH3:17])[CH3:16], predict the reaction product. The product is: [CH2:14]([C:2]1[CH:3]=[C:4]2[C:9](=[CH:10][CH:11]=1)[O:8][CH2:7][CH2:6][CH:5]2[OH:12])[C:15]([CH3:18])([CH3:17])[CH3:16]. (6) Given the reactants [CH2:1]([N:8]1[C:12]([NH2:13])=[C:11]([CH3:14])[CH:10]=[N:9]1)[C:2]1[CH:7]=[CH:6][CH:5]=[CH:4][CH:3]=1.[O:15]1[CH2:20][CH2:19][C:18](=O)[CH2:17][CH2:16]1.C([BH3-])#N.[Na+].O, predict the reaction product. The product is: [CH2:1]([N:8]1[C:12]([NH:13][CH:18]2[CH2:19][CH2:20][O:15][CH2:16][CH2:17]2)=[C:11]([CH3:14])[CH:10]=[N:9]1)[C:2]1[CH:3]=[CH:4][CH:5]=[CH:6][CH:7]=1. (7) The product is: [Br:12][CH2:13][CH2:14][CH2:15][S:1][CH2:2][CH2:3][CH2:4][S:5][CH2:6][CH2:7][C:8]([O:10][CH3:11])=[O:9]. Given the reactants [SH:1][CH2:2][CH2:3][CH2:4][S:5][CH2:6][CH2:7][C:8]([O:10][CH3:11])=[O:9].[Br:12][CH2:13][CH2:14][CH2:15]Br.CCN(C(C)C)C(C)C, predict the reaction product. (8) The product is: [F:32][C:28]1[CH:27]=[C:26]([C:10]2[N:9]([CH2:14][O:15][CH2:16][CH2:17][Si:18]([CH3:21])([CH3:20])[CH3:19])[CH:8]=[C:7]3[C:6]=2[C:5](=[O:22])[N:4]([CH3:23])[C:3](=[O:24])[N:2]3[CH3:1])[CH:31]=[CH:30][CH:29]=1. Given the reactants [CH3:1][N:2]1[C:7]2=[CH:8][N:9]([CH2:14][O:15][CH2:16][CH2:17][Si:18]([CH3:21])([CH3:20])[CH3:19])[C:10](B(O)O)=[C:6]2[C:5](=[O:22])[N:4]([CH3:23])[C:3]1=[O:24].Br[C:26]1[CH:31]=[CH:30][CH:29]=[C:28]([F:32])[CH:27]=1, predict the reaction product. (9) The product is: [C:28]1([CH3:31])[CH:27]=[CH:26][C:25]([S:22]([N:13]2[C:14]3[C:19](=[CH:18][C:17]([C:20]#[N:21])=[CH:16][CH:15]=3)[C:11]([CH:9]3[CH2:10][CH:8]3[CH:6]=[CH2:1])=[CH:12]2)(=[O:23])=[O:24])=[CH:30][CH:29]=1. Given the reactants [CH2:1]([Li])CCC.[CH:6]([CH:8]1[CH2:10][CH:9]1[C:11]1[C:19]2[C:14](=[CH:15][CH:16]=[C:17]([C:20]#[N:21])[CH:18]=2)[N:13]([S:22]([C:25]2[CH:30]=[CH:29][C:28]([CH3:31])=[CH:27][CH:26]=2)(=[O:24])=[O:23])[CH:12]=1)=O, predict the reaction product. (10) Given the reactants [C:1]([N:4]1[C:13]2[C:8](=[CH:9][CH:10]=[C:11]([S:14]([N:17](CC3C=CC(OC)=CC=3OC)[C:18]3[S:22][N:21]=[CH:20][N:19]=3)(=[O:16])=[O:15])[CH:12]=2)[N:7]([C:34]2[CH:39]=[CH:38][C:37]([C:40]([F:43])([F:42])[F:41])=[CH:36][C:35]=2[Cl:44])[CH2:6][CH2:5]1)(=[O:3])[CH3:2].C(O)(C(F)(F)F)=O, predict the reaction product. The product is: [C:1]([N:4]1[C:13]2[C:8](=[CH:9][CH:10]=[C:11]([S:14]([NH:17][C:18]3[S:22][N:21]=[CH:20][N:19]=3)(=[O:15])=[O:16])[CH:12]=2)[N:7]([C:34]2[CH:39]=[CH:38][C:37]([C:40]([F:41])([F:43])[F:42])=[CH:36][C:35]=2[Cl:44])[CH2:6][CH2:5]1)(=[O:3])[CH3:2].